This data is from Reaction yield outcomes from USPTO patents with 853,638 reactions. The task is: Predict the reaction yield, written as a fraction of the theoretical maximum amount of product (1.0 means a 100% yield; for example, 0.34 means a 34% yield). (1) The reactants are Cl[C:2]1[CH:3]=[C:4]2[CH:10]=[CH:9][S:8][C:5]2=[CH:6][N:7]=1.[O-:11][CH2:12][CH3:13].[Na+]. The catalyst is CCO. The product is [CH2:12]([O:11][C:2]1[CH:3]=[C:4]2[CH:10]=[CH:9][S:8][C:5]2=[CH:6][N:7]=1)[CH3:13]. The yield is 0.690. (2) The reactants are [F:1][C:2]1[CH:3]=[C:4]2[C:8](=[CH:9][CH:10]=1)[NH:7][C:6](=[O:11])[C:5]2=[N:12][N:13]=[CH:14][C:15]1[NH:19][C:18]([CH3:20])=[C:17]([C:21]([NH:23][CH2:24][CH2:25][CH2:26][CH2:27][CH2:28][C:29](O)=[O:30])=[O:22])[C:16]=1[CH3:32].Cl.C(N=C=NCCCN(C)C)C.OC1C2N=NNC=2C=CC=1.C(N(CC)CC)C.[CH3:62][O:63][C:64]1[CH:69]=[CH:68][C:67]([NH2:70])=[C:66]([NH2:71])[CH:65]=1. The catalyst is [Cl-].[Na+].O.CN(C=O)C. The product is [F:1][C:2]1[CH:3]=[C:4]2[C:8](=[CH:9][CH:10]=1)[NH:7][C:6](=[O:11])[C:5]2=[N:12][N:13]=[CH:14][C:15]1[NH:19][C:18]([CH3:20])=[C:17]([C:21]([NH:23][CH2:24][CH2:25][CH2:26][CH2:27][CH2:28][C:29]([NH:70][C:67]2[CH:68]=[CH:69][C:64]([O:63][CH3:62])=[CH:65][C:66]=2[NH2:71])=[O:30])=[O:22])[C:16]=1[CH3:32]. The yield is 0.760.